Dataset: Catalyst prediction with 721,799 reactions and 888 catalyst types from USPTO. Task: Predict which catalyst facilitates the given reaction. (1) Reactant: [Br:1][C:2]1[CH:11]=[C:10]2[C:5]([C:6](=[O:18])[N:7]3[CH2:16][CH2:15][CH:14]([OH:17])[CH2:13][CH2:12][C:8]3=[N:9]2)=[CH:4][CH:3]=1.CCN(CC)CC.[S:26](Cl)([CH3:29])(=[O:28])=[O:27]. Product: [CH3:29][S:26]([O:17][CH:14]1[CH2:15][CH2:16][N:7]2[C:8](=[N:9][C:10]3[C:5]([C:6]2=[O:18])=[CH:4][CH:3]=[C:2]([Br:1])[CH:11]=3)[CH2:12][CH2:13]1)(=[O:28])=[O:27]. The catalyst class is: 34. (2) Reactant: [CH2:1]([C:3]1[C:4]([CH3:23])=[C:5]([C:9]([NH:12][S:13]([C:16]2[CH:21]=[CH:20][CH:19]=[CH:18][C:17]=2F)(=[O:15])=[O:14])=[CH:10][CH:11]=1)[C:6]([OH:8])=[O:7])[CH3:2].C(N(CC)CC)C.[CH2:31]([N:33]([CH2:38][CH3:39])[CH2:34][CH2:35][CH2:36][NH2:37])[CH3:32]. Product: [CH2:31]([N:33]([CH2:38][CH3:39])[CH2:34][CH2:35][CH2:36][NH:37][C:17]1[CH:18]=[CH:19][CH:20]=[CH:21][C:16]=1[S:13]([NH:12][C:9]1[C:5]([C:6]([OH:8])=[O:7])=[C:4]([CH3:23])[C:3]([CH2:1][CH3:2])=[CH:11][CH:10]=1)(=[O:15])=[O:14])[CH3:32]. The catalyst class is: 10. (3) Reactant: [NH2:1][C:2]1[C:11]([C:12]#[N:13])=[C:10](Cl)[C:9]2[C:4](=[CH:5][CH:6]=[CH:7][CH:8]=2)[N:3]=1.[S:15]1[CH:19]=[CH:18][CH:17]=[C:16]1[CH2:20][NH2:21]. Product: [NH2:1][C:2]1[C:11]([C:12]#[N:13])=[C:10]([NH:21][CH2:20][C:16]2[S:15][CH:19]=[CH:18][CH:17]=2)[C:9]2[C:4](=[CH:5][CH:6]=[CH:7][CH:8]=2)[N:3]=1. The catalyst class is: 6. (4) Reactant: [Cl:1][C:2]1[C:7]([C:8]2[CH:13]=[CH:12][CH:11]=[C:10]([CH3:14])[C:9]=2[N+:15]([O-])=O)=[CH:6][CH:5]=[C:4]([Cl:18])[N:3]=1.C(O)(=O)C. Product: [Cl:1][C:2]1[C:7]([C:8]2[CH:13]=[CH:12][CH:11]=[C:10]([CH3:14])[C:9]=2[NH2:15])=[CH:6][CH:5]=[C:4]([Cl:18])[N:3]=1. The catalyst class is: 5. (5) Reactant: [Cl:1][C:2]1[C:7]([CH:8]=[O:9])=[CH:6][N:5]=[C:4]2[N:10]([S:13]([C:16]3[CH:22]=[CH:21][C:19]([CH3:20])=[CH:18][CH:17]=3)(=[O:15])=[O:14])[CH:11]=[CH:12][C:3]=12.[O-:23]Cl=O.[Na+].Cl. Product: [Cl:1][C:2]1[C:7]([C:8]([OH:23])=[O:9])=[CH:6][N:5]=[C:4]2[N:10]([S:13]([C:16]3[CH:22]=[CH:21][C:19]([CH3:20])=[CH:18][CH:17]=3)(=[O:15])=[O:14])[CH:11]=[CH:12][C:3]=12. The catalyst class is: 283. (6) Reactant: [Cl:1][C:2]1[N:7]=[CH:6][C:5]([CH2:8][C:9]([OH:11])=O)=[CH:4][CH:3]=1.Cl.[CH3:13][NH:14][O:15][CH3:16].CCN=C=NCCCN(C)C.Cl.CN1CCOCC1. Product: [Cl:1][C:2]1[N:7]=[CH:6][C:5]([CH2:8][C:9]([N:14]([O:15][CH3:16])[CH3:13])=[O:11])=[CH:4][CH:3]=1. The catalyst class is: 18. (7) The catalyst class is: 2. Reactant: Cl.Cl.[CH2:3]([C:7]1[N:8]=[N:9][C:10]([O:30][CH:31]2[CH2:36][CH2:35][NH:34][CH2:33][CH2:32]2)=[C:11]([C:26]([F:29])([F:28])[F:27])[C:12]=1[C:13]1[CH:18]=[CH:17][C:16]([O:19][CH:20]2[CH2:25][CH2:24][CH2:23][CH2:22][CH2:21]2)=[CH:15][CH:14]=1)[CH2:4][CH2:5][CH3:6].C=O.[C:39](O[BH-](OC(=O)C)OC(=O)C)(=O)C. Product: [CH2:3]([C:7]1[N:8]=[N:9][C:10]([O:30][CH:31]2[CH2:36][CH2:35][N:34]([CH3:39])[CH2:33][CH2:32]2)=[C:11]([C:26]([F:28])([F:27])[F:29])[C:12]=1[C:13]1[CH:14]=[CH:15][C:16]([O:19][CH:20]2[CH2:21][CH2:22][CH2:23][CH2:24][CH2:25]2)=[CH:17][CH:18]=1)[CH2:4][CH2:5][CH3:6]. (8) Reactant: [Cl:1][C:2]1[CH:7]=[C:6]([C:8]([F:11])([F:10])[F:9])[CH:5]=[CH:4][C:3]=1[CH:12]([C:19]1[C:27]2[C:22](=[C:23]([CH2:28][S:29][CH3:30])[CH:24]=[CH:25][CH:26]=2)[NH:21][CH:20]=1)[CH2:13][C:14](OCC)=[O:15].[H-].[Al+3].[Li+].[H-].[H-].[H-].Cl. Product: [Cl:1][C:2]1[CH:7]=[C:6]([C:8]([F:11])([F:10])[F:9])[CH:5]=[CH:4][C:3]=1[CH:12]([C:19]1[C:27]2[C:22](=[C:23]([CH2:28][S:29][CH3:30])[CH:24]=[CH:25][CH:26]=2)[NH:21][CH:20]=1)[CH2:13][CH2:14][OH:15]. The catalyst class is: 1. (9) Reactant: BrC1N=CN=C2C=1NC=N2.NC[C:13]1[N:14]=[C:15]2[CH:30]=[CH:29][CH:28]=[C:27](C)[N:16]2[C:17](=[O:26])[C:18]=1C1C=CC=C(F)C=1.CCN(C(C)C)C(C)C. Product: [N:14]1[CH:13]=[CH:18][C:17](=[O:26])[N:16]2[CH:27]=[CH:28][CH:29]=[CH:30][C:15]=12. The catalyst class is: 51.